From a dataset of Catalyst prediction with 721,799 reactions and 888 catalyst types from USPTO. Predict which catalyst facilitates the given reaction. (1) Reactant: [CH2:1]([O:3][CH:4]([O:7][CH2:8][CH3:9])[C:5]#[CH:6])[CH3:2].[Li]CCCC.[CH:15](=[O:18])[CH2:16][CH3:17]. Product: [CH2:1]([O:3][CH:4]([O:7][CH2:8][CH3:9])[C:5]#[C:6][CH:15]([OH:18])[CH2:16][CH3:17])[CH3:2]. The catalyst class is: 1. (2) Product: [F:14][C:11]1[CH:12]=[CH:13][C:8]([C:7]2[S:6][C:5]([C:15]([C:17]3[O:18][CH:19]=[CH:20][CH:21]=3)=[O:16])=[CH:4][C:3]=2[CH2:2][C:22]#[N:23])=[CH:9][CH:10]=1. The catalyst class is: 7. Reactant: Br[CH2:2][C:3]1[CH:4]=[C:5]([C:15]([C:17]2[O:18][CH:19]=[CH:20][CH:21]=2)=[O:16])[S:6][C:7]=1[C:8]1[CH:13]=[CH:12][C:11]([F:14])=[CH:10][CH:9]=1.[C-:22]#[N:23].[K+].O. (3) Reactant: [CH2:1]([O:3][C:4]1[C:5]([NH:10][C:11]2[CH:24]=[C:23]3[C:14]([O:15][C:16]4[C:17]([F:33])=[CH:18][C:19]([O:31][CH3:32])=[CH:20][C:21]=4[C@:22]3([NH:28][C:29]#[N:30])[CH2:25][CH2:26][OH:27])=[CH:13][CH:12]=2)=[N:6][CH:7]=[CH:8][CH:9]=1)[CH3:2]. Product: [CH2:1]([O:3][C:4]1[C:5]([NH:10][C:11]2[CH:24]=[C:23]3[C:14]([O:15][C:16]4[C:17]([F:33])=[CH:18][C:19]([O:31][CH3:32])=[CH:20][C:21]=4[C@@:22]43[CH2:25][CH2:26][O:27][C:29]([NH2:30])=[N:28]4)=[CH:13][CH:12]=2)=[N:6][CH:7]=[CH:8][CH:9]=1)[CH3:2]. The catalyst class is: 240. (4) Reactant: [Cl:1][C:2]1[CH:3]=[C:4]([CH:30]=[CH:31][CH:32]=1)[CH2:5][NH:6][C:7]([C:9]1O[CH:11]=[C:12]([C:24](=[O:29])[C:25]([CH3:28])([CH3:27])[CH3:26])[C:13](=[O:23])[C:14]=1[O:15][CH2:16][C:17]1[CH:22]=[CH:21][CH:20]=[CH:19][CH:18]=1)=[O:8].C(O)C.[NH2:36][CH2:37][CH2:38][OH:39]. Product: [Cl:1][C:2]1[CH:3]=[C:4]([CH:30]=[CH:31][CH:32]=1)[CH2:5][NH:6][C:7]([C:9]1[N:36]([CH2:37][CH2:38][OH:39])[CH:11]=[C:12]([C:24](=[O:29])[C:25]([CH3:27])([CH3:26])[CH3:28])[C:13](=[O:23])[C:14]=1[O:15][CH2:16][C:17]1[CH:18]=[CH:19][CH:20]=[CH:21][CH:22]=1)=[O:8]. The catalyst class is: 7.